From a dataset of Reaction yield outcomes from USPTO patents with 853,638 reactions. Predict the reaction yield, written as a fraction of the theoretical maximum amount of product (1.0 means a 100% yield; for example, 0.34 means a 34% yield). (1) The reactants are C(O[C@H:5]1[O:22][C@H:21]([CH2:23][O:24][C:25](=[O:27])[CH3:26])[C@@H:16]([O:17][C:18](=[O:20])[CH3:19])[C@H:11]([O:12][C:13](=[O:15])[CH3:14])[C@@H:6]1[O:7][C:8](=[O:10])[CH3:9])(=O)C.[I:28][C:29]1[CH:30]=[C:31]([OH:35])[CH:32]=[CH:33][CH:34]=1.B(F)(F)F.CCOCC. The catalyst is C1(C)C=CC=CC=1. The product is [C:8]([O:7][C@H:6]1[C@@H:11]([O:12][C:13](=[O:15])[CH3:14])[C@H:16]([O:17][C:18](=[O:20])[CH3:19])[C@@H:21]([CH2:23][O:24][C:25](=[O:27])[CH3:26])[O:22][C@@H:5]1[O:35][C:31]1[CH:32]=[CH:33][CH:34]=[C:29]([I:28])[CH:30]=1)(=[O:10])[CH3:9]. The yield is 0.560. (2) The reactants are [F:1][C:2]([F:28])([F:27])[CH:3]([C:18]1[CH:23]=[C:22]([Cl:24])[C:21]([Cl:25])=[C:20]([Cl:26])[CH:19]=1)/[CH:4]=[CH:5]/[C:6]1[CH:11]=[CH:10][C:9]([CH2:12][NH2:13])=[C:8]([C:14]([F:17])([F:16])[F:15])[CH:7]=1.[N:29]1[CH:34]=[CH:33][CH:32]=[CH:31][C:30]=1[CH:35]=O.[BH4-].[Na+]. The catalyst is CO. The product is [N:29]1[CH:34]=[CH:33][CH:32]=[CH:31][C:30]=1[CH2:35][NH:13][CH2:12][C:9]1[CH:10]=[CH:11][C:6](/[CH:5]=[CH:4]/[CH:3]([C:18]2[CH:19]=[C:20]([Cl:26])[C:21]([Cl:25])=[C:22]([Cl:24])[CH:23]=2)[C:2]([F:1])([F:27])[F:28])=[CH:7][C:8]=1[C:14]([F:16])([F:17])[F:15]. The yield is 0.400. (3) The reactants are [NH:1]1[CH2:4][CH:3]([C:5]([N:7]2[CH2:12][CH2:11][CH:10]([F:13])[CH2:9][CH2:8]2)=[O:6])[CH2:2]1.[F:14][C:15]1[CH:23]=[CH:22][C:21]([CH:24]=[O:25])=[CH:20][C:16]=1[C:17](O)=[O:18].F[P-](F)(F)(F)(F)F.N1(OC(N(C)C)=[N+](C)C)C2C=CC=CC=2N=N1.C(N(CC)C(C)C)(C)C. No catalyst specified. The product is [F:14][C:15]1[CH:23]=[CH:22][C:21]([CH:24]=[O:25])=[CH:20][C:16]=1[C:17]([N:1]1[CH2:4][CH:3]([C:5]([N:7]2[CH2:12][CH2:11][CH:10]([F:13])[CH2:9][CH2:8]2)=[O:6])[CH2:2]1)=[O:18]. The yield is 0.600. (4) The yield is 0.360. The product is [CH2:1]([NH:3][C:4](=[O:42])[NH:5][C:6]1[N:11]=[CH:10][C:9]([C:12]2[CH:13]=[C:14]3[C:19](=[CH:20][C:21]=2[O:44][CH3:43])[N:18]([C@@H:23]([CH:26]([CH3:28])[CH3:27])[CH2:24][OH:25])[CH:17]=[C:16]([C:29]([OH:31])=[O:30])[C:15]3=[O:32])=[C:8]([C:33]2[S:34][CH:35]=[C:36]([C:38]([F:39])([F:41])[F:40])[N:37]=2)[CH:7]=1)[CH3:2]. No catalyst specified. The reactants are [CH2:1]([NH:3][C:4](=[O:42])[NH:5][C:6]1[N:11]=[CH:10][C:9]([C:12]2[CH:13]=[C:14]3[C:19](=[CH:20][C:21]=2F)[N:18]([C@@H:23]([CH:26]([CH3:28])[CH3:27])[CH2:24][OH:25])[CH:17]=[C:16]([C:29]([OH:31])=[O:30])[C:15]3=[O:32])=[C:8]([C:33]2[S:34][CH:35]=[C:36]([C:38]([F:41])([F:40])[F:39])[N:37]=2)[CH:7]=1)[CH3:2].[CH3:43][O-:44].[Na+].CO. (5) The reactants are C([Mg]Cl)(C)C.[NH:6]1[C:14]2[CH:13]=[CH:12][N:11]=[CH:10][C:9]=2[CH:8]=[CH:7]1.[CH2:15]([O:17][C:18](=[O:32])[C:19](=[CH:25][C:26]1[CH:31]=[CH:30][CH:29]=[CH:28][CH:27]=1)[C:20]([O:22][CH2:23][CH3:24])=[O:21])[CH3:16]. The catalyst is C1COCC1.[Cl-].[Cl-].[Zn+2]. The product is [CH2:23]([O:22][C:20](=[O:21])[CH:19]([CH:25]([C:26]1[CH:27]=[CH:28][CH:29]=[CH:30][CH:31]=1)[C:8]1[C:9]2[CH:10]=[N:11][CH:12]=[CH:13][C:14]=2[NH:6][CH:7]=1)[C:18]([O:17][CH2:15][CH3:16])=[O:32])[CH3:24]. The yield is 0.700. (6) The reactants are [NH2:1][C:2]1[N:7]=[C:6]([NH2:8])[CH:5]=[C:4](Cl)[N:3]=1.[Na].[CH2:11]([OH:14])[CH2:12][OH:13]. The catalyst is O. The product is [NH2:1][C:2]1[N:3]=[C:4]([O:13][CH2:12][CH2:11][OH:14])[CH:5]=[C:6]([NH2:8])[N:7]=1. The yield is 0.470. (7) The reactants are [Cl:1][C:2]1[CH:7]=[C:6]([NH2:8])[CH:5]=[C:4]([Cl:9])[N:3]=1.[C:10](Cl)(Cl)=[S:11].C(N(CC)CC)C. The catalyst is C1C=CC=CC=1. The product is [Cl:1][C:2]1[CH:7]=[C:6]([N:8]=[C:10]=[S:11])[CH:5]=[C:4]([Cl:9])[N:3]=1. The yield is 0.660.